This data is from Human liver microsome stability data. The task is: Regression/Classification. Given a drug SMILES string, predict its absorption, distribution, metabolism, or excretion properties. Task type varies by dataset: regression for continuous measurements (e.g., permeability, clearance, half-life) or binary classification for categorical outcomes (e.g., BBB penetration, CYP inhibition). Dataset: hlm. (1) The molecule is CC(=O)N1CC(N)C(c2ccc(Cl)cc2Cl)C1. The result is 0 (unstable in human liver microsomes). (2) The molecule is CC(C)N1CCN(C(=O)c2ccc(CN3CCCCC3)nc2)CC1. The result is 0 (unstable in human liver microsomes). (3) The drug is CC(C)CCn1nc(-c2cccs2)c(O)c(C2=NS(=O)(=O)c3cc(N4CCCC4=O)ccc3N2)c1=O. The result is 1 (stable in human liver microsomes).